Dataset: Full USPTO retrosynthesis dataset with 1.9M reactions from patents (1976-2016). Task: Predict the reactants needed to synthesize the given product. (1) Given the product [CH2:37]([C:33]1[N:32]=[CH:31][C:30]([C:26]2[CH:25]=[C:24]([C:22]3[CH2:21][C:20](=[O:39])[NH:19][C:9]4[CH:10]=[C:11]([C:15]([F:16])([F:17])[F:18])[C:12]([CH3:14])=[CH:13][C:8]=4[N:7]=3)[CH:29]=[CH:28][CH:27]=2)=[C:35]([CH3:36])[CH:34]=1)[CH3:38], predict the reactants needed to synthesize it. The reactants are: C(OC(=O)[NH:7][C:8]1[CH:13]=[C:12]([CH3:14])[C:11]([C:15]([F:18])([F:17])[F:16])=[CH:10][C:9]=1[NH:19][C:20](=[O:39])[CH2:21][C:22]([C:24]1[CH:29]=[CH:28][CH:27]=[C:26]([C:30]2[CH:31]=[N:32][C:33]([CH2:37][CH3:38])=[CH:34][C:35]=2[CH3:36])[CH:25]=1)=O)(C)(C)C.C(O)(C(F)(F)F)=O. (2) Given the product [N:7]1([C@H:13]2[CH2:14][C@H:15]([O:17][C:18]3[CH:19]=[CH:20][C:21]([C:24]4[S:25][C:26]5[CH2:27][N:28]([CH2:2][C@H:3]([OH:6])[CH2:4][OH:5])[CH2:29][CH2:30][C:31]=5[N:32]=4)=[CH:22][CH:23]=3)[CH2:16]2)[CH2:12][CH2:11][CH2:10][CH2:9][CH2:8]1, predict the reactants needed to synthesize it. The reactants are: Cl[CH2:2][C@H:3]([OH:6])[CH2:4][OH:5].[N:7]1([C@H:13]2[CH2:16][C@H:15]([O:17][C:18]3[CH:23]=[CH:22][C:21]([C:24]4[S:25][C:26]5[CH2:27][NH:28][CH2:29][CH2:30][C:31]=5[N:32]=4)=[CH:20][CH:19]=3)[CH2:14]2)[CH2:12][CH2:11][CH2:10][CH2:9][CH2:8]1.C(=O)([O-])[O-].[K+].[K+].[I-].[Na+]. (3) The reactants are: [CH2:1]([N:3]1[CH:7]=[CH:6][C:5]([NH:8][C:9](=[O:23])[C:10]2[CH:15]=[C:14]([O:16][C@@H:17]([CH3:21])[CH2:18][O:19][CH3:20])[CH:13]=[C:12]([OH:22])[CH:11]=2)=[N:4]1)[CH3:2].[N:24]1([C:28]([C:30]2[CH:31]=[C:32]([Cl:37])[C:33](Cl)=[N:34][CH:35]=2)=[O:29])[CH2:27][CH2:26][CH2:25]1.C(=O)([O-])[O-].[K+].[K+]. Given the product [N:24]1([C:28]([C:30]2[CH:31]=[C:32]([Cl:37])[C:33]([O:22][C:12]3[CH:11]=[C:10]([CH:15]=[C:14]([O:16][C@@H:17]([CH3:21])[CH2:18][O:19][CH3:20])[CH:13]=3)[C:9]([NH:8][C:5]3[CH:6]=[CH:7][N:3]([CH2:1][CH3:2])[N:4]=3)=[O:23])=[N:34][CH:35]=2)=[O:29])[CH2:27][CH2:26][CH2:25]1, predict the reactants needed to synthesize it. (4) Given the product [C:1]([CH2:3][C:4]([NH:66][CH:62]([C:59]1[CH:58]=[CH:57][C:56]([O:55][CH2:54][CH2:53][N:52]([CH2:67][CH3:68])[CH2:50][CH3:51])=[CH:61][CH:60]=1)[CH2:63][CH2:64][CH3:65])=[O:6])#[N:2], predict the reactants needed to synthesize it. The reactants are: [C:1]([CH2:3][C:4]([OH:6])=O)#[N:2].C1C=NC2N(O)N=NC=2C=1.F[P-](F)(F)(F)(F)F.N1(OC(N(C)C)=[N+](C)C)C2N=CC=CC=2N=N1.C(N(C(C)C)CC)(C)C.[CH2:50]([N:52]([CH2:67][CH3:68])[CH2:53][CH2:54][O:55][C:56]1[CH:61]=[CH:60][C:59]([CH:62]([NH2:66])[CH2:63][CH2:64][CH3:65])=[CH:58][CH:57]=1)[CH3:51]. (5) Given the product [F:22][C:23]1[CH:28]=[C:27]([F:29])[CH:26]=[CH:25][C:24]=1[C:2]1[CH:7]=[CH:6][N:5]=[C:4]([N:8]2[CH2:13][CH2:12][C:11]([CH3:20])([C:14]3[CH:19]=[CH:18][CH:17]=[CH:16][CH:15]=3)[O:10][C:9]2=[O:21])[N:3]=1, predict the reactants needed to synthesize it. The reactants are: Cl[C:2]1[CH:7]=[CH:6][N:5]=[C:4]([N:8]2[CH2:13][CH2:12][C:11]([CH3:20])([C:14]3[CH:19]=[CH:18][CH:17]=[CH:16][CH:15]=3)[O:10][C:9]2=[O:21])[N:3]=1.[F:22][C:23]1[CH:28]=[C:27]([F:29])[CH:26]=[CH:25][C:24]=1B(O)O. (6) Given the product [Cl:45][C:36]1[CH:35]=[CH:34][CH:33]=[C:32]([N:37]([C:38]([CH3:39])([CH3:40])[CH3:41])[CH3:42])[C:31]=1[C:30]([N:29]([CH2:27][CH3:28])[CH3:44])=[O:43], predict the reactants needed to synthesize it. The reactants are: [Li]C(CC)C.C1CCCCC1.C(=O)=O.CC(C)=O.CN(CCN(C)C)C.[CH2:27]([N:29]([CH3:44])[C:30](=[O:43])[C:31]1[CH:36]=[CH:35][CH:34]=[CH:33][C:32]=1[N:37]([CH3:42])[C:38]([CH3:41])([CH3:40])[CH3:39])[CH3:28].[Cl:45]C(Cl)(Cl)C(Cl)(Cl)Cl.